This data is from Reaction yield outcomes from USPTO patents with 853,638 reactions. The task is: Predict the reaction yield, written as a fraction of the theoretical maximum amount of product (1.0 means a 100% yield; for example, 0.34 means a 34% yield). (1) The reactants are [Cl:1][C:2]1[CH:3]=[CH:4][C:5]2[O:11][CH2:10][CH:9]3[CH2:12][N:13](C(OC(C)(C)C)=O)[CH2:14][CH2:15][N:8]3[CH2:7][C:6]=2[CH:23]=1. The catalyst is C(OCC)(=O)C.Cl. The product is [ClH:1].[ClH:1].[Cl:1][C:2]1[CH:3]=[CH:4][C:5]2[O:11][CH2:10][CH:9]3[CH2:12][NH:13][CH2:14][CH2:15][N:8]3[CH2:7][C:6]=2[CH:23]=1. The yield is 0.785. (2) The product is [Cl:1][C:2]1[C:3]([O:12][C:13]2[CH:18]=[C:17]([O:19][CH2:20][CH2:21][O:22][CH3:23])[CH:16]=[CH:15][C:14]=2/[CH:24]=[CH:25]/[C:26]([NH:52][S:49]([C:46]2[CH:45]=[CH:44][C:43]([C:42]([F:41])([F:54])[F:53])=[CH:48][CH:47]=2)(=[O:50])=[O:51])=[O:27])=[N:4][CH:5]=[C:6]([C:8]([F:11])([F:9])[F:10])[CH:7]=1. The reactants are [Cl:1][C:2]1[C:3]([O:12][C:13]2[CH:18]=[C:17]([O:19][CH2:20][CH2:21][O:22][CH3:23])[CH:16]=[CH:15][C:14]=2/[CH:24]=[CH:25]/[C:26](O)=[O:27])=[N:4][CH:5]=[C:6]([C:8]([F:11])([F:10])[F:9])[CH:7]=1.Cl.C(N=C=NCCCN(C)C)C.[F:41][C:42]([F:54])([F:53])[C:43]1[CH:48]=[CH:47][C:46]([S:49]([NH2:52])(=[O:51])=[O:50])=[CH:45][CH:44]=1.Cl. The catalyst is C(#N)C.CN(C)C1C=CN=CC=1.C(OCC)(=O)C. The yield is 0.640. (3) The reactants are [NH:1]1[C:5]2=[N:6][CH:7]=[CH:8][CH:9]=[C:4]2[CH:3]=[CH:2]1.[Br:10][C:11]1[CH:19]=[CH:18][C:14]([C:15](Cl)=[O:16])=[CH:13][N:12]=1.[Cl-].[Cl-].[Cl-].[Al+3]. The product is [Br:10][C:11]1[N:12]=[CH:13][C:14]([C:15]([C:3]2[C:4]3[C:5](=[N:6][CH:7]=[CH:8][CH:9]=3)[NH:1][CH:2]=2)=[O:16])=[CH:18][CH:19]=1. The catalyst is ClCCl. The yield is 0.110. (4) The catalyst is CCO.[Pd]. The yield is 0.880. The reactants are [C:1]([O:5][C:6]([NH:8][C:9]1([CH3:25])[CH2:14][CH2:13][CH2:12][N:11](C(OCC2C=CC=CC=2)=O)[CH2:10]1)=[O:7])([CH3:4])([CH3:3])[CH3:2]. The product is [CH3:25][C:9]1([NH:8][C:6](=[O:7])[O:5][C:1]([CH3:4])([CH3:3])[CH3:2])[CH2:14][CH2:13][CH2:12][NH:11][CH2:10]1. (5) The reactants are C([C:3]1[CH:4]=[CH:5][C:6]2[N:7]([C:9]([C:12]3[CH:17]=[CH:16][CH:15]=[C:14]([C:18]([F:21])([F:20])[F:19])[CH:13]=3)=[CH:10][N:11]=2)[N:8]=1)#N.Cl.[NH2:23][C@H:24]1[CH2:29][CH2:28][C@H:27]([OH:30])[CH2:26][CH2:25]1.C([O-])(O)=O.[Na+]. The catalyst is CN1C(=O)CCC1. The product is [F:19][C:18]([F:20])([F:21])[C:14]1[CH:13]=[C:12]([C:9]2[N:7]3[N:8]=[C:3]([NH:23][CH:24]4[CH2:29][CH2:28][CH:27]([OH:30])[CH2:26][CH2:25]4)[CH:4]=[CH:5][C:6]3=[N:11][CH:10]=2)[CH:17]=[CH:16][CH:15]=1. The yield is 0.140. (6) The reactants are S(Cl)([Cl:3])=O.[C:5]([C:7]1[C:12]([CH3:13])=[CH:11][C:10]([CH:14](O)[CH3:15])=[C:9]([O:17][CH2:18][CH3:19])[C:8]=1[C:20]1[CH:21]=[CH:22][C:23]([C:26]([N:28]([CH3:30])[CH3:29])=[O:27])=[N:24][CH:25]=1)#[N:6]. The catalyst is C(Cl)Cl.CN(C)C=O. The product is [Cl:3][CH:14]([C:10]1[C:9]([O:17][CH2:18][CH3:19])=[C:8]([C:20]2[CH:21]=[CH:22][C:23]([C:26]([N:28]([CH3:30])[CH3:29])=[O:27])=[N:24][CH:25]=2)[C:7]([C:5]#[N:6])=[C:12]([CH3:13])[CH:11]=1)[CH3:15]. The yield is 0.910. (7) The reactants are [NH2:1][C:2]1[C:11]2[C:6](=[CH:7][C:8]([CH2:12][NH:13][C:14]([C:16]3[CH:21]=[CH:20][N:19]=[C:18]([CH2:22][C:23]4[CH:24]=[C:25]5[C:30](=[CH:31][CH:32]=4)[N:29]=[C:28]([CH2:33][NH:34]C(=O)OC(C)(C)C)[CH:27]=[CH:26]5)[CH:17]=3)=[O:15])=[CH:9][CH:10]=2)[CH:5]=[CH:4][N:3]=1.Cl.CCOC(C)=O. The catalyst is CCOC(C)=O. The product is [NH2:1][C:2]1[C:11]2[C:6](=[CH:7][C:8]([CH2:12][NH:13][C:14](=[O:15])[C:16]3[CH:21]=[CH:20][N:19]=[C:18]([CH2:22][C:23]4[CH:24]=[C:25]5[C:30](=[CH:31][CH:32]=4)[N:29]=[C:28]([CH2:33][NH2:34])[CH:27]=[CH:26]5)[CH:17]=3)=[CH:9][CH:10]=2)[CH:5]=[CH:4][N:3]=1. The yield is 0.660. (8) The reactants are [C:1]([O:5][C:6](=[O:9])[CH2:7][NH2:8])([CH3:4])([CH3:3])[CH3:2].[CH:10]1([CH2:15][CH:16]=O)[CH2:14][CH2:13][CH2:12][CH2:11]1. The catalyst is C(Cl)Cl. The product is [C:1]([O:5][C:6](=[O:9])[CH2:7]/[N:8]=[CH:16]/[CH2:15][CH:10]1[CH2:14][CH2:13][CH2:12][CH2:11]1)([CH3:4])([CH3:3])[CH3:2]. The yield is 0.900. (9) The reactants are [CH3:1][O:2][C:3]1[CH:4]=[C:5]([CH:11]=[CH:12][CH:13]=1)[O:6][CH2:7][C:8](O)=O.[C:14]1([NH:20][C:21](=[S:24])[NH:22][NH2:23])[CH:19]=[CH:18][CH:17]=[CH:16][CH:15]=1. No catalyst specified. The product is [CH3:1][O:2][C:3]1[CH:4]=[C:5]([CH:11]=[CH:12][CH:13]=1)[O:6][CH2:7][C:8]1[N:20]([C:14]2[CH:15]=[CH:16][CH:17]=[CH:18][CH:19]=2)[C:21](=[S:24])[NH:22][N:23]=1. The yield is 0.390.